From a dataset of Full USPTO retrosynthesis dataset with 1.9M reactions from patents (1976-2016). Predict the reactants needed to synthesize the given product. (1) Given the product [Br:1][C:2]1[CH:10]=[CH:9][C:8]([C:7]([OH:6])=[O:11])=[C:4]([CH2:5][O:28][Si:23]([C:19]([CH3:22])([CH3:21])[CH3:20])([CH3:25])[CH3:24])[CH:3]=1, predict the reactants needed to synthesize it. The reactants are: [Br:1][C:2]1[CH:3]=[C:4]2[C:8](=[CH:9][CH:10]=1)[C:7](=[O:11])[O:6][CH2:5]2.[OH-].[K+].N1C=CN=C1.[C:19]([Si:23](Cl)([CH3:25])[CH3:24])([CH3:22])([CH3:21])[CH3:20].C([O-])([O-])=[O:28].[K+].[K+].C(O)(=O)CC(CC(O)=O)(C(O)=O)O. (2) Given the product [C:1]([O:5][C:6](=[O:20])[NH:7][C:8]1[C:13]([Cl:26])=[CH:12][CH:11]=[CH:10][C:9]=1[C:14]1[CH:15]=[CH:16][CH:17]=[CH:18][CH:19]=1)([CH3:4])([CH3:2])[CH3:3], predict the reactants needed to synthesize it. The reactants are: [C:1]([O:5][C:6](=[O:20])[NH:7][C:8]1[CH:13]=[CH:12][CH:11]=[CH:10][C:9]=1[C:14]1[CH:19]=[CH:18][CH:17]=[CH:16][CH:15]=1)([CH3:4])([CH3:3])[CH3:2].C([Li])(C)(C)C.[Cl:26]C(Cl)(Cl)C(Cl)(Cl)Cl.C(O)(C(F)(F)F)=O. (3) Given the product [CH:1]([C:4]1[CH:9]=[CH:8][N:7]=[C:6]([C:15]#[N:16])[CH:5]=1)([CH3:3])[CH3:2], predict the reactants needed to synthesize it. The reactants are: [CH:1]([C:4]1[CH:9]=[CH:8][N+:7]([O-])=[CH:6][CH:5]=1)([CH3:3])[CH3:2].C[Si]([C:15]#[N:16])(C)C.CN(C)C(Cl)=O.C([O-])([O-])=O.[K+].[K+]. (4) Given the product [CH2:5]1[C:4]2[CH:3]=[CH:16][C:7]([C:23]([O:21][CH2:17][CH3:18])=[O:20])=[CH:8][C:9]=2[CH2:10][CH2:11][NH:12][CH2:6]1, predict the reactants needed to synthesize it. The reactants are: C([C:3]1[CH:4]=[CH:5][C:6]2[NH:12][CH2:11][CH:10](C([O-])=O)[CH2:9][CH2:8][C:7]=2[CH:16]=1)#N.[CH3:17][CH2:18]O.[OH2:20].[OH-:21].[Na+].[CH3:23][Si](Cl)(C)C. (5) The reactants are: [CH3:1][C:2]1[CH:6]=[C:5]([CH3:7])[O:4][N:3]=1.[Li]CCCC.[F:13][C:14]([F:42])([F:41])[O:15][C:16]1[CH:17]=[C:18]([C:22]([C:30]2[CH:35]=[CH:34][CH:33]=[C:32]([O:36][C:37]([F:40])([F:39])[F:38])[CH:31]=2)=[N:23][S:24]([C:26]([CH3:29])([CH3:28])[CH3:27])=[O:25])[CH:19]=[CH:20][CH:21]=1.[NH4+].[Cl-]. Given the product [F:40][C:37]([F:38])([F:39])[O:36][C:32]1[CH:31]=[C:30]([C:22]([C:18]2[CH:19]=[CH:20][CH:21]=[C:16]([O:15][C:14]([F:42])([F:41])[F:13])[CH:17]=2)=[N:23][S@@:24]([C:26]([CH3:29])([CH3:28])[CH3:27])=[O:25])[CH:35]=[CH:34][CH:33]=1.[CH3:29][C:26]([S:24]([NH:23][C:22]([C:30]1[CH:35]=[CH:34][CH:33]=[C:32]([O:36][C:37]([F:40])([F:38])[F:39])[CH:31]=1)([C:18]1[CH:19]=[CH:20][CH:21]=[C:16]([O:15][C:14]([F:13])([F:42])[F:41])[CH:17]=1)[CH2:7][C:5]1[O:4][N:3]=[C:2]([CH3:1])[CH:6]=1)=[O:25])([CH3:27])[CH3:28], predict the reactants needed to synthesize it.